From a dataset of TCR-epitope binding with 47,182 pairs between 192 epitopes and 23,139 TCRs. Binary Classification. Given a T-cell receptor sequence (or CDR3 region) and an epitope sequence, predict whether binding occurs between them. The epitope is IPSINVHHY. The TCR CDR3 sequence is CASSQERGFYEQYF. Result: 0 (the TCR does not bind to the epitope).